Dataset: Forward reaction prediction with 1.9M reactions from USPTO patents (1976-2016). Task: Predict the product of the given reaction. (1) Given the reactants [CH3:1][NH2:2].CS([C:7]1[N:12]=[C:11]([C:13]([OH:15])=[O:14])[CH:10]=[C:9]([CH2:16][CH2:17][CH3:18])[N:8]=1)(=O)=O, predict the reaction product. The product is: [CH3:1][NH:2][C:7]1[N:12]=[C:11]([C:13]([OH:15])=[O:14])[CH:10]=[C:9]([CH2:16][CH2:17][CH3:18])[N:8]=1. (2) Given the reactants [OH:1][CH2:2][C:3]1[N:4]=[C:5]([C:8]2[CH:12]=[C:11]([CH2:13][C:14]([CH3:20])([CH3:19])[C:15]([O:17][CH3:18])=[O:16])[O:10][N:9]=2)[S:6][CH:7]=1.Br[C:22]1[CH:27]=[CH:26][C:25]([S:28]([NH:31][C@@H:32]([CH3:37])[C:33]([F:36])([F:35])[F:34])(=[O:30])=[O:29])=[C:24]([F:38])[C:23]=1[CH:39]([F:41])[F:40].C([O-])([O-])=O.[Na+].[Na+].P(C1CCCCC1)(C1CCCCC1)C1CCCCC1.[H+].[B-](F)(F)(F)F.C(O)(C(C)(C)C)=O, predict the reaction product. The product is: [F:41][CH:39]([F:40])[C:23]1[C:24]([F:38])=[C:25]([S:28](=[O:29])(=[O:30])[NH:31][C@@H:32]([CH3:37])[C:33]([F:36])([F:35])[F:34])[CH:26]=[CH:27][C:22]=1[C:7]1[S:6][C:5]([C:8]2[CH:12]=[C:11]([CH2:13][C:14]([CH3:20])([CH3:19])[C:15]([O:17][CH3:18])=[O:16])[O:10][N:9]=2)=[N:4][C:3]=1[CH2:2][OH:1]. (3) Given the reactants CC(OI1(OC(C)=O)(OC(C)=O)OC(=O)C2C=CC=CC1=2)=O.[Cl:23][C:24]1[CH:25]=[CH:26][C:27]([O:48][CH2:49][CH:50]([CH3:52])[CH3:51])=[C:28]([CH2:30][N:31]2[C:35]([CH3:36])=[CH:34][C:33]([C:37]3[NH:41][C:40]4[CH:42]=[CH:43][C:44]([CH2:46][OH:47])=[CH:45][C:39]=4[N:38]=3)=[N:32]2)[CH:29]=1, predict the reaction product. The product is: [Cl:23][C:24]1[CH:25]=[CH:26][C:27]([O:48][CH2:49][CH:50]([CH3:52])[CH3:51])=[C:28]([CH2:30][N:31]2[C:35]([CH3:36])=[CH:34][C:33]([C:37]3[NH:41][C:40]4[CH:42]=[CH:43][C:44]([CH:46]=[O:47])=[CH:45][C:39]=4[N:38]=3)=[N:32]2)[CH:29]=1. (4) Given the reactants Br[C:2]1[C:3]([CH3:25])=[C:4]([C:15]2[CH:20]=[CH:19][CH:18]=[C:17]([C:21]([F:24])([F:23])[F:22])[CH:16]=2)[C:5]2[N:6]([N:8]=[C:9]([NH:11][C:12](=[O:14])[CH3:13])[N:10]=2)[CH:7]=1.Cl.N[OH:28].F[B-](F)(F)F.C([PH+](C(C)(C)C)C(C)(C)C)(C)(C)C.[N:47]12[CH2:57]CCN=C1CCCCC2.C(N(CC)C(C)C)(C)C, predict the reaction product. The product is: [C:12]([NH:11][C:9]1[N:10]=[C:5]2[C:4]([C:15]3[CH:20]=[CH:19][CH:18]=[C:17]([C:21]([F:24])([F:23])[F:22])[CH:16]=3)=[C:3]([CH3:25])[C:2]([C:57]([NH2:47])=[O:28])=[CH:7][N:6]2[N:8]=1)(=[O:14])[CH3:13]. (5) Given the reactants [O:1]1[C:10]2[C:5](=[N:6][CH:7]=[C:8](B(O)O)[CH:9]=2)[CH:4]=[CH:3][CH2:2]1.[CH3:14][O:15][C:16]1[CH:17]=[CH:18][C:19]2[N:24]=[CH:23][C:22](=[O:25])[NH:21][C:20]=2[N:26]=1.C(N(CC)CC)C.B(O)O, predict the reaction product. The product is: [CH3:14][O:15][C:16]1[CH:17]=[CH:18][C:19]2[N:24]=[CH:23][C:22](=[O:25])[N:21]([C:8]3[CH:9]=[C:10]4[O:1][CH2:2][CH:3]=[CH:4][C:5]4=[N:6][CH:7]=3)[C:20]=2[N:26]=1. (6) Given the reactants ClC1N=CC(C[C:9]2[C:17]([F:18])=[CH:16][C:15]([C:19]#[N:20])=[C:14]3[C:10]=2[C:11]([CH3:30])=[C:12]([CH3:29])[N:13]3COCC[Si](C)(C)C)=CC=1.[F-].C([N+](CCCC)(CCCC)CCCC)CCC, predict the reaction product. The product is: [F:18][C:17]1[CH:9]=[C:10]2[C:14](=[C:15]([C:19]#[N:20])[CH:16]=1)[NH:13][C:12]([CH3:29])=[C:11]2[CH3:30]. (7) The product is: [CH:39]([N:2]1[CH2:7][CH2:6][CH:5]([C:8]2[CH:13]=[CH:12][C:11]([NH:14][C:15]3[N:16]=[C:17]([N:24]4[CH2:29][CH2:28][CH2:27][C@@H:26]([NH:30][C:31]([N:33]5[CH2:38][CH2:37][CH2:36][CH2:35][CH2:34]5)=[O:32])[CH2:25]4)[N:18]=[N:19][C:20]=3[C:21]([NH2:23])=[O:22])=[CH:10][CH:9]=2)[CH2:4][CH2:3]1)=[O:40]. Given the reactants Cl.[NH:2]1[CH2:7][CH2:6][CH:5]([C:8]2[CH:13]=[CH:12][C:11]([NH:14][C:15]3[N:16]=[C:17]([N:24]4[CH2:29][CH2:28][CH2:27][C@@H:26]([NH:30][C:31]([N:33]5[CH2:38][CH2:37][CH2:36][CH2:35][CH2:34]5)=[O:32])[CH2:25]4)[N:18]=[N:19][C:20]=3[C:21]([NH2:23])=[O:22])=[CH:10][CH:9]=2)[CH2:4][CH2:3]1.[CH:39](O)=[O:40].CCN(C(C)C)C(C)C.C1CN([P+](ON2N=NC3C=CC=CC2=3)(N2CCCC2)N2CCCC2)CC1.F[P-](F)(F)(F)(F)F, predict the reaction product. (8) Given the reactants COP([CH:7]1[C:15]2[C:10](=[CH:11][CH:12]=[CH:13][CH:14]=2)[C:9](=[O:16])[O:8]1)(=O)OC.C(N(CC)CC)C.[F:24][C:25]1[CH:32]=[CH:31][C:30]([CH:33]=O)=[CH:29][C:26]=1[C:27]#[N:28], predict the reaction product. The product is: [F:24][C:25]1[CH:32]=[CH:31][C:30]([CH:33]=[C:7]2[C:15]3[C:10](=[CH:11][CH:12]=[CH:13][CH:14]=3)[C:9](=[O:16])[O:8]2)=[CH:29][C:26]=1[C:27]#[N:28]. (9) Given the reactants [OH:1][C@H:2]1[CH2:6][N:5]([C:7]([O:9][C:10]([CH3:13])([CH3:12])[CH3:11])=[O:8])[C@H:4]([C:14]([O:16][CH3:17])=[O:15])[CH2:3]1.[C:18](C1NC=CN=1)(C1NC=CN=1)=[O:19].[Br:30][C:31]1[C:32]2[C:36]([CH:37]=[CH:38][CH:39]=1)=[CH:35][NH:34][CH:33]=2, predict the reaction product. The product is: [Br:30][C:31]1[CH:39]=[CH:38][CH:37]=[C:36]2[C:32]=1[CH2:33][N:34]([C:18]([O:1][CH:2]1[CH2:6][N:5]([C:7]([O:9][C:10]([CH3:11])([CH3:12])[CH3:13])=[O:8])[CH:4]([C:14]([O:16][CH3:17])=[O:15])[CH2:3]1)=[O:19])[CH2:35]2.